Dataset: Full USPTO retrosynthesis dataset with 1.9M reactions from patents (1976-2016). Task: Predict the reactants needed to synthesize the given product. (1) Given the product [Cl:1][C:2]1[C:11]2[C:6](=[CH:7][CH:8]=[C:9]([O:12][CH:37]3[CH2:36][CH2:35][CH2:34][CH2:33][O:28]3)[CH:10]=2)[O:5][C:4](=[O:13])[C:3]=1[C:14]1[CH:19]=[CH:18][CH:17]=[C:16]([O:20][CH:43]2[CH2:42][CH2:41][CH2:40][CH2:39][O:38]2)[CH:15]=1, predict the reactants needed to synthesize it. The reactants are: [Cl:1][C:2]1[C:11]2[C:6](=[CH:7][CH:8]=[C:9]([OH:12])[CH:10]=2)[O:5][C:4](=[O:13])[C:3]=1[C:14]1[CH:19]=[CH:18][CH:17]=[C:16]([OH:20])[CH:15]=1.[C:35]1(C)[CH:36]=[CH:37]C(S([O-])(=[O:28])=[O:28])=[CH:33][CH:34]=1.[NH+]1[CH:37]=[CH:36][CH:35]=[CH:34][CH:33]=1.[O:38]1[CH:43]=[CH:42][CH2:41][CH2:40][CH2:39]1. (2) Given the product [O:8]1[CH2:9][CH2:10][O:11][CH:7]1[C:5]1[N:6]=[CH:2][S:3][C:4]=1[Sn:27]([CH2:28][CH2:29][CH2:30][CH3:31])([CH2:32][CH2:33][CH2:34][CH3:35])[CH2:23][CH2:24][CH2:25][CH3:26], predict the reactants needed to synthesize it. The reactants are: Br[C:2]1[S:3][CH:4]=[C:5]([CH:7]2[O:11][CH2:10][CH2:9][O:8]2)[N:6]=1.C([Li])CCC.CCCCCC.[CH2:23]([Sn:27](Cl)([CH2:32][CH2:33][CH2:34][CH3:35])[CH2:28][CH2:29][CH2:30][CH3:31])[CH2:24][CH2:25][CH3:26]. (3) Given the product [F:1][C:2]1[CH:19]=[CH:18][C:5]([CH2:6][CH2:7][CH:8]2[CH2:13][CH:12]([C:14]([O:16][CH3:17])=[O:15])[CH2:11][CH2:10][N:9]2[C:29]([O:30][CH3:31])=[O:32])=[CH:4][CH:3]=1, predict the reactants needed to synthesize it. The reactants are: [F:1][C:2]1[CH:19]=[CH:18][C:5]([CH2:6][CH2:7][CH:8]2[CH2:13][CH:12]([C:14]([O:16][CH3:17])=[O:15])[CH2:11][CH2:10][NH:9]2)=[CH:4][CH:3]=1.CCN(C(C)C)C(C)C.[C:29](Cl)(=[O:32])[O:30][CH3:31].Cl. (4) Given the product [ClH:1].[C:20]([C:22]1[CH:23]=[C:24]([CH:26]=[CH:27][C:28]=1[O:29][CH2:30][C:31]1[CH:35]=[C:34]([CH3:36])[O:33][N:32]=1)[NH:25][C:2]1[C:11]2[C:6](=[CH:7][CH:8]=[CH:9][C:10]=2[O:12][CH:13]2[CH2:18][CH2:17][N:16]([CH3:19])[CH2:15][CH2:14]2)[N:5]=[CH:4][N:3]=1)#[CH:21], predict the reactants needed to synthesize it. The reactants are: [Cl:1][C:2]1[C:11]2[C:6](=[CH:7][CH:8]=[CH:9][C:10]=2[O:12][CH:13]2[CH2:18][CH2:17][N:16]([CH3:19])[CH2:15][CH2:14]2)[N:5]=[CH:4][N:3]=1.[C:20]([C:22]1[CH:23]=[C:24]([CH:26]=[CH:27][C:28]=1[O:29][CH2:30][C:31]1[CH:35]=[C:34]([CH3:36])[O:33][N:32]=1)[NH2:25])#[CH:21]. (5) Given the product [C:14]([O:13][C:11]([NH:1][C@@H:2]([CH2:3][CH2:4][CH2:5][CH2:6][NH:7][C:24]([O:26][CH2:27][C:28]#[CH:29])=[O:25])[C:8]([OH:10])=[O:9])=[O:12])([CH3:17])([CH3:16])[CH3:15], predict the reactants needed to synthesize it. The reactants are: [NH:1]([C:11]([O:13][C:14]([CH3:17])([CH3:16])[CH3:15])=[O:12])[C@H:2]([C:8]([OH:10])=[O:9])[CH2:3][CH2:4][CH2:5][CH2:6][NH2:7].C1COCC1.Cl[C:24]([O:26][CH2:27][C:28]#[CH:29])=[O:25]. (6) Given the product [Cl:20][C:6]1[CH:5]=[N:4][CH:3]=[C:2]([Cl:1])[C:7]=1[S:8][C:9]1[S:13][C:12]([C:14]([NH:21][C:22]2[CH:23]=[N:24][C:25]3[C:30]([CH:31]=2)=[CH:29][CH:28]=[CH:27][CH:26]=3)=[O:16])=[CH:11][C:10]=1[N+:17]([O-:19])=[O:18], predict the reactants needed to synthesize it. The reactants are: [Cl:1][C:2]1[CH:3]=[N:4][CH:5]=[C:6]([Cl:20])[C:7]=1[S:8][C:9]1[S:13][C:12]([C:14]([OH:16])=O)=[CH:11][C:10]=1[N+:17]([O-:19])=[O:18].[NH2:21][C:22]1[CH:23]=[N:24][C:25]2[C:30]([CH:31]=1)=[CH:29][CH:28]=[CH:27][CH:26]=2. (7) Given the product [C:13]([NH:4][C@@H:3]1[C@@H:5]([OH:6])[C@H:7]([OH:8])[C@@H:9]([CH2:11][OH:12])[O:10][CH:2]1[OH:1])(=[O:15])[CH3:14], predict the reactants needed to synthesize it. The reactants are: [OH:1][CH:2]1[O:10][C@H:9]([CH2:11][OH:12])[C@@H:7]([OH:8])[C@H:5]([OH:6])[C@H:3]1[NH2:4].[C:13](O)(=[O:15])[CH3:14].